Dataset: Full USPTO retrosynthesis dataset with 1.9M reactions from patents (1976-2016). Task: Predict the reactants needed to synthesize the given product. Given the product [C:1]1([C:7]2([C:12]3[CH:17]=[CH:16][CH:15]=[CH:14][CH:13]=3)[CH2:11][CH2:10][N:9]([C:37](=[O:38])[CH2:36][N:20]3[CH2:21][CH2:22][C:23]([C:24]4[CH:29]=[CH:28][CH:27]=[CH:26][CH:25]=4)([C:30]4[CH:35]=[CH:34][CH:33]=[CH:32][CH:31]=4)[C:19]3=[O:18])[CH2:8]2)[CH:2]=[CH:3][CH:4]=[CH:5][CH:6]=1, predict the reactants needed to synthesize it. The reactants are: [C:1]1([C:7]2([C:12]3[CH:17]=[CH:16][CH:15]=[CH:14][CH:13]=3)[CH2:11][CH2:10][NH:9][CH2:8]2)[CH:6]=[CH:5][CH:4]=[CH:3][CH:2]=1.[O:18]=[C:19]1[C:23]([C:30]2[CH:35]=[CH:34][CH:33]=[CH:32][CH:31]=2)([C:24]2[CH:29]=[CH:28][CH:27]=[CH:26][CH:25]=2)[CH2:22][CH2:21][N:20]1[CH2:36][C:37](O)=[O:38].Cl.C(N=C=NCCCN(C)C)C.